Dataset: Peptide-MHC class II binding affinity with 134,281 pairs from IEDB. Task: Regression. Given a peptide amino acid sequence and an MHC pseudo amino acid sequence, predict their binding affinity value. This is MHC class II binding data. (1) The peptide sequence is RGKMDVSGVQAPVGA. The MHC is DRB1_0401 with pseudo-sequence DRB1_0401. The binding affinity (normalized) is 0.119. (2) The peptide sequence is NGDGDVVAVDIKEKG. The MHC is HLA-DQA10101-DQB10501 with pseudo-sequence HLA-DQA10101-DQB10501. The binding affinity (normalized) is 0.